Dataset: Forward reaction prediction with 1.9M reactions from USPTO patents (1976-2016). Task: Predict the product of the given reaction. (1) Given the reactants [OH-:1].[Na+].S(O)(O)(=O)=O.[NH2:8]O.NO.[F:12][C:13]([F:47])([F:46])[C:14]1[CH:15]=[C:16]([C:24]([C:42]([F:45])([F:44])[F:43])=[CH:25][C:26]([C:28]2[C:37]3[C:32](=[CH:33][CH:34]=[CH:35][CH:36]=3)[C:31]([C:38]([O:40][CH3:41])=[O:39])=[CH:30][CH:29]=2)=O)[CH:17]=[C:18]([C:20]([F:23])([F:22])[F:21])[CH:19]=1.Cl, predict the reaction product. The product is: [F:22][C:20]([F:23])([F:21])[C:18]1[CH:17]=[C:16]([C:24]2([C:42]([F:45])([F:43])[F:44])[O:1][N:8]=[C:26]([C:28]3[C:37]4[C:32](=[CH:33][CH:34]=[CH:35][CH:36]=4)[C:31]([C:38]([O:40][CH3:41])=[O:39])=[CH:30][CH:29]=3)[CH2:25]2)[CH:15]=[C:14]([C:13]([F:12])([F:46])[F:47])[CH:19]=1. (2) Given the reactants [Cl:1][C:2]1[CH:7]=[CH:6][C:5]([C:8](=O)[CH:9]([CH2:12][CH3:13])[C:10]#[N:11])=[CH:4][CH:3]=1.[NH2:15][NH2:16], predict the reaction product. The product is: [Cl:1][C:2]1[CH:3]=[CH:4][C:5]([C:8]2[C:9]([CH2:12][CH3:13])=[C:10]([NH2:11])[NH:16][N:15]=2)=[CH:6][CH:7]=1. (3) Given the reactants [CH:1]1([S:4]([C:7]2[CH:12]=[CH:11][C:10]([C@@H:13]([CH2:23][C@H:24]3[CH2:28][CH2:27][NH:26][CH2:25]3)[C:14]([NH:16][C:17]3[S:18][C:19]([F:22])=[CH:20][N:21]=3)=[O:15])=[CH:9][CH:8]=2)(=[O:6])=[O:5])[CH2:3][CH2:2]1.[OH:29][NH:30][C:31](=O)[O:32]C1C=CC=CC=1.O, predict the reaction product. The product is: [CH:1]1([S:4]([C:7]2[CH:8]=[CH:9][C:10]([C@H:13]([C:14]([NH:16][C:17]3[S:18][C:19]([F:22])=[CH:20][N:21]=3)=[O:15])[CH2:23][C@H:24]3[CH2:28][CH2:27][N:26]([C:31]([NH:30][OH:29])=[O:32])[CH2:25]3)=[CH:11][CH:12]=2)(=[O:5])=[O:6])[CH2:3][CH2:2]1. (4) Given the reactants FC(F)(F)C(O)=O.[NH2:8][C@H:9]1[CH2:13][C@@H:12]([N:14]2[CH:22]=[N:21][C:20]3[C:15]2=[N:16][C:17]([Cl:24])=[N:18][C:19]=3[Cl:23])[C@H:11]([OH:25])[C@@H:10]1[OH:26].CCN(C(C)C)C(C)C.[C:36](Cl)(=[O:39])[CH2:37][CH3:38], predict the reaction product. The product is: [Cl:24][C:17]1[N:16]=[C:15]2[C:20]([N:21]=[CH:22][N:14]2[C@@H:12]2[CH2:13][C@H:9]([NH:8][C:36](=[O:39])[CH2:37][CH3:38])[C@@H:10]([OH:26])[C@H:11]2[OH:25])=[C:19]([Cl:23])[N:18]=1. (5) Given the reactants [I:1]N1C(=O)CCC1=O.[NH2:9][C:10]1[C:15]2[C:16]([C:19]3[CH:24]=[CH:23][C:22]([NH:25][C:26](=[O:32])[O:27][C:28]([CH3:31])([CH3:30])[CH3:29])=[C:21]([O:33][CH3:34])[CH:20]=3)=[CH:17][O:18][C:14]=2[CH:13]=[CH:12][N:11]=1.S([O-])([O-])(=O)=S.[Na+].[Na+], predict the reaction product. The product is: [NH2:9][C:10]1[C:15]2[C:16]([C:19]3[CH:24]=[CH:23][C:22]([NH:25][C:26](=[O:32])[O:27][C:28]([CH3:29])([CH3:30])[CH3:31])=[C:21]([O:33][CH3:34])[CH:20]=3)=[CH:17][O:18][C:14]=2[C:13]([I:1])=[CH:12][N:11]=1. (6) Given the reactants [CH2:1]([NH:4][CH2:5][CH2:6][O:7][C:8]1[CH:17]=[CH:16][CH:15]=[C:14]2[C:9]=1[C:10]([NH:18][C:19]1[CH:24]=[CH:23][C:22]([O:25][CH2:26][C:27]3[CH:32]=[CH:31][CH:30]=[CH:29][N:28]=3)=[C:21]([Cl:33])[CH:20]=1)=[N:11][CH:12]=[N:13]2)[CH:2]=[CH2:3].[C:34](Cl)(=[O:36])[CH3:35], predict the reaction product. The product is: [CH2:1]([N:4]([CH2:5][CH2:6][O:7][C:8]1[CH:17]=[CH:16][CH:15]=[C:14]2[C:9]=1[C:10]([NH:18][C:19]1[CH:24]=[CH:23][C:22]([O:25][CH2:26][C:27]3[CH:32]=[CH:31][CH:30]=[CH:29][N:28]=3)=[C:21]([Cl:33])[CH:20]=1)=[N:11][CH:12]=[N:13]2)[C:34](=[O:36])[CH3:35])[CH:2]=[CH2:3]. (7) Given the reactants FC(F)(F)C(O)=O.C[N:9]1[CH2:14][CH2:13][N:12]([C:15]2[C:20]3[O:21][CH:22]=[C:23]([S:24]([C:27]4[CH:32]=[CH:31][CH:30]=[CH:29][CH:28]=4)(=[O:26])=[O:25])[C:19]=3[CH:18]=[CH:17][CH:16]=2)[CH2:11][CH2:10]1.[Cl:33]C(OC(Cl)C)=O.C(N(CC)C(C)C)(C)C, predict the reaction product. The product is: [ClH:33].[C:27]1([S:24]([C:23]2[C:19]3[CH:18]=[CH:17][CH:16]=[C:15]([N:12]4[CH2:13][CH2:14][NH:9][CH2:10][CH2:11]4)[C:20]=3[O:21][CH:22]=2)(=[O:26])=[O:25])[CH:28]=[CH:29][CH:30]=[CH:31][CH:32]=1.